Predict the product of the given reaction. From a dataset of Forward reaction prediction with 1.9M reactions from USPTO patents (1976-2016). (1) Given the reactants [NH2:1][NH:2][C:3]([C:5]1[C:10]([C:11]([F:14])([F:13])[F:12])=[CH:9][CH:8]=[CH:7][N:6]=1)=[NH:4].[CH3:15][O:16][C:17]1[CH:18]=[CH:19][C:20]([OH:25])=[C:21]([CH:24]=1)[CH:22]=O, predict the reaction product. The product is: [CH3:15][O:16][C:17]1[CH:18]=[CH:19][C:20]([OH:25])=[C:21]([C:22]2[NH:1][N:2]=[C:3]([C:5]3[C:10]([C:11]([F:12])([F:13])[F:14])=[CH:9][CH:8]=[CH:7][N:6]=3)[N:4]=2)[CH:24]=1. (2) Given the reactants Br[C:2]1[S:3][CH:4]=[C:5]([Br:7])[CH:6]=1.[Li]CCCC.[CH:13](=[O:20])[C:14]1[CH:19]=[CH:18][CH:17]=[CH:16][CH:15]=1, predict the reaction product. The product is: [Br:7][C:5]1[CH:6]=[C:2]([CH:13]([C:14]2[CH:19]=[CH:18][CH:17]=[CH:16][CH:15]=2)[OH:20])[S:3][CH:4]=1. (3) The product is: [CH3:42][C:5]([O:7][C:8]1[CH:13]=[CH:12][C:11]([CH2:14][N:15]([C:25]2[N:26]([CH3:40])[N:27]=[C:28]([C:30]3[CH:35]=[CH:34][C:33]([C:36]([F:38])([F:37])[F:39])=[CH:32][CH:31]=3)[CH:29]=2)[CH2:16][C:17]2[CH:22]=[CH:21][CH:20]=[CH:19][C:18]=2[O:23][CH3:24])=[CH:10][C:9]=1[CH3:41])([CH3:6])[C:4]([OH:43])=[O:3]. Given the reactants C([O:3][C:4](=[O:43])[C:5]([CH3:42])([O:7][C:8]1[CH:13]=[CH:12][C:11]([CH2:14][N:15]([C:25]2[N:26]([CH3:40])[N:27]=[C:28]([C:30]3[CH:35]=[CH:34][C:33]([C:36]([F:39])([F:38])[F:37])=[CH:32][CH:31]=3)[CH:29]=2)[CH2:16][C:17]2[CH:22]=[CH:21][CH:20]=[CH:19][C:18]=2[O:23][CH3:24])=[CH:10][C:9]=1[CH3:41])[CH3:6])C.[OH-].[Na+], predict the reaction product.